The task is: Predict the reaction yield, written as a fraction of the theoretical maximum amount of product (1.0 means a 100% yield; for example, 0.34 means a 34% yield).. This data is from Reaction yield outcomes from USPTO patents with 853,638 reactions. (1) The reactants are [CH3:1][N:2]1[CH2:7][CH2:6][N:5]([C:8]([C:10]2[CH:22]=[C:21]3[C:13]([C:14]4[C:15](B5OC(C)(C)C(C)(C)O5)=[CH:16][CH:17]=[C:18]([C:23]([NH2:25])=[O:24])[C:19]=4[NH:20]3)=[CH:12][CH:11]=2)=[O:9])[CH2:4][CH2:3]1.Br[C:36]1[C:44]([F:45])=[C:43]2[C:39]([CH:40]=[CH:41][NH:42]2)=[CH:38][CH:37]=1.C(=O)([O-])[O-].[Na+].[Na+]. The catalyst is C1(C)C=CC=CC=1.C(O)C.C1C=CC([P]([Pd]([P](C2C=CC=CC=2)(C2C=CC=CC=2)C2C=CC=CC=2)([P](C2C=CC=CC=2)(C2C=CC=CC=2)C2C=CC=CC=2)[P](C2C=CC=CC=2)(C2C=CC=CC=2)C2C=CC=CC=2)(C2C=CC=CC=2)C2C=CC=CC=2)=CC=1. The product is [F:45][C:44]1[C:36]([C:15]2[C:14]3[C:13]4[C:21](=[CH:22][C:10]([C:8]([N:5]5[CH2:4][CH2:3][N:2]([CH3:1])[CH2:7][CH2:6]5)=[O:9])=[CH:11][CH:12]=4)[NH:20][C:19]=3[C:18]([C:23]([NH2:25])=[O:24])=[CH:17][CH:16]=2)=[CH:37][CH:38]=[C:39]2[C:43]=1[NH:42][CH:41]=[CH:40]2. The yield is 0.300. (2) The reactants are C(N(CC)CC)C.[NH2:8][C:9]1[N:10]=[CH:11][C:12]([C:24]2[CH:32]=[CH:31][C:27]([C:28]([OH:30])=O)=[CH:26][CH:25]=2)=[N:13][C:14]=1[C:15]([NH:17][C:18]1[CH:19]=[N:20][CH:21]=[CH:22][CH:23]=1)=[O:16].F[B-](F)(F)F.N1(OC(N(C)C)=[N+](C)C)C2C=CC=CC=2N=N1.ON1C2C=CC=CC=2N=N1.[CH3:65][O:66][CH2:67][C@@H:68]([NH2:70])[CH3:69].C(Cl)[Cl:72].CO. No catalyst specified. The product is [ClH:72].[NH2:8][C:9]1[C:14]([C:15]([NH:17][C:18]2[CH:19]=[N:20][CH:21]=[CH:22][CH:23]=2)=[O:16])=[N:13][C:12]([C:24]2[CH:32]=[CH:31][C:27]([C:28]([NH:70][C@@H:68]([CH3:69])[CH2:67][O:66][CH3:65])=[O:30])=[CH:26][CH:25]=2)=[CH:11][N:10]=1. The yield is 0.290. (3) The reactants are C(=O)([O-])[O-].[K+].[K+].Cl[C:8]1[CH:16]=[CH:15][CH:14]=[CH:13][C:9]=1[C:10]([OH:12])=[O:11].[F:17][C:18]1C=[CH:23][C:21](N)=[CH:20][CH:19]=1.Cl.C[N:27]([CH3:30])C=O. The catalyst is [Cu].O. The product is [F:17][C:18]1[CH:19]=[CH:20][CH:21]=[CH:23][C:30]=1[NH:27][C:8]1[C:9](=[CH:13][CH:14]=[CH:15][CH:16]=1)[C:10]([OH:12])=[O:11]. The yield is 0.740. (4) The reactants are [C:1]([C:3]1[CH:4]=[C:5]([CH:10]=[C:11]([CH3:13])[N:12]=1)[C:6](OC)=[O:7])#[N:2].[BH4-].[Na+]. The catalyst is CO.C1COCC1. The product is [OH:7][CH2:6][C:5]1[CH:10]=[C:11]([CH3:13])[N:12]=[C:3]([C:1]#[N:2])[CH:4]=1. The yield is 0.400. (5) The reactants are Br[CH2:2][C:3](=O)[C:4]([O:6][CH2:7][CH3:8])=[O:5].[C:10]([CH2:12][C:13](=[S:15])[NH2:14])#[N:11]. The catalyst is CN(C)C=O. The product is [C:10]([CH2:12][C:13]1[S:15][CH:2]=[C:3]([C:4]([O:6][CH2:7][CH3:8])=[O:5])[N:14]=1)#[N:11]. The yield is 0.260. (6) The reactants are C(NC(C)C)(C)C.[Li]CCCC.[Li+].CC([N-]C(C)C)C.[C:21]([O:25]C(C)=O)(C)(C)[CH3:22].[Cl:29][C:30]1[CH:35]=[CH:34][C:33]([C:36]2([C:41]3[CH:42]=[C:43]([C:49]([C:51]4[CH:56]=[CH:55][CH:54]=[C:53]([O:57][CH3:58])[CH:52]=4)=O)[C:44]([NH:47][CH3:48])=[N:45][CH:46]=3)[O:40][CH2:39][CH2:38][O:37]2)=[CH:32][CH:31]=1. The catalyst is C1COCC1. The product is [Cl:29][C:30]1[CH:35]=[CH:34][C:33]([C:36]2([C:41]3[CH:42]=[C:43]4[C:44](=[N:45][CH:46]=3)[N:47]([CH3:48])[C:21](=[O:25])[CH:22]=[C:49]4[C:51]3[CH:56]=[CH:55][CH:54]=[C:53]([O:57][CH3:58])[CH:52]=3)[O:40][CH2:39][CH2:38][O:37]2)=[CH:32][CH:31]=1. The yield is 0.570. (7) The reactants are [NH2:1][NH:2][C:3]([NH2:5])=[S:4].[Br:6][C:7]1[CH:8]=[C:9]([CH:12]=[CH:13][CH:14]=1)[CH:10]=O. The catalyst is O.C(O)C.O.O.O.O.O.O.[Fe](Cl)(Cl)Cl. The product is [Br:6][C:7]1[CH:8]=[C:9]([C:10]2[S:4][C:3]([NH2:5])=[N:2][N:1]=2)[CH:12]=[CH:13][CH:14]=1. The yield is 0.399.